This data is from Forward reaction prediction with 1.9M reactions from USPTO patents (1976-2016). The task is: Predict the product of the given reaction. (1) Given the reactants [CH3:1][O:2][C:3](=[O:30])[CH:4]=[CH:5][C:6]1[CH:11]=[CH:10][C:9]([O:12][C:13](=[O:27])[C:14]2[CH:19]=[CH:18][C:17]([O:20]C3CCCCO3)=[CH:16][CH:15]=2)=[C:8]([O:28][CH3:29])[CH:7]=1.Cl.C(=O)([O-])O.[Na+], predict the reaction product. The product is: [CH3:1][O:2][C:3](=[O:30])[CH:4]=[CH:5][C:6]1[CH:11]=[CH:10][C:9]([O:12][C:13](=[O:27])[C:14]2[CH:19]=[CH:18][C:17]([OH:20])=[CH:16][CH:15]=2)=[C:8]([O:28][CH3:29])[CH:7]=1. (2) Given the reactants C[Si]([N-][Si](C)(C)C)(C)C.[Na+].[NH2:11][C:12]1[N:16](C(OC(C)(C)C)=O)[N:15]=[C:14]([CH2:24][CH2:25][C:26]2[CH:31]=[C:30]([O:32][CH3:33])[CH:29]=[C:28]([O:34][CH3:35])[CH:27]=2)[CH:13]=1.[CH3:36][N:37]1[CH2:42][CH2:41][N:40]([C:43]2[N:48]=[CH:47][C:46]([C:49](OC)=[O:50])=[CH:45][N:44]=2)[CH2:39][CH2:38]1, predict the reaction product. The product is: [CH3:33][O:32][C:30]1[CH:31]=[C:26]([CH2:25][CH2:24][C:14]2[CH:13]=[C:12]([NH:11][C:49]([C:46]3[CH:47]=[N:48][C:43]([N:40]4[CH2:41][CH2:42][N:37]([CH3:36])[CH2:38][CH2:39]4)=[N:44][CH:45]=3)=[O:50])[NH:16][N:15]=2)[CH:27]=[C:28]([O:34][CH3:35])[CH:29]=1. (3) Given the reactants [OH:1][C:2]1[CH:7]=[CH:6][C:5]([CH2:8][CH2:9][CH2:10][C:11](O)=[O:12])=[CH:4][CH:3]=1.CSC.B, predict the reaction product. The product is: [OH:12][CH2:11][CH2:10][CH2:9][CH2:8][C:5]1[CH:4]=[CH:3][C:2]([OH:1])=[CH:7][CH:6]=1. (4) Given the reactants [Cl-].[Al+3].[Cl-].[Cl-].[OH:5][C:6]1[CH:7]=[CH:8][CH:9]=[C:10]2[C:15]=1[NH:14][C:13](=[O:16])[CH:12]=[CH:11]2.[C:17](OC(=O)C)(=[O:19])[CH3:18], predict the reaction product. The product is: [C:17]([C:9]1[CH:8]=[CH:7][C:6]([OH:5])=[C:15]2[C:10]=1[CH:11]=[CH:12][C:13](=[O:16])[NH:14]2)(=[O:19])[CH3:18]. (5) Given the reactants [CH3:1][C:2]1([CH3:32])[CH2:11][CH:10]=[C:9]([C:12]2[CH:17]=[CH:16][C:15]([CH3:18])=[CH:14][CH:13]=2)[C:8]2[CH:7]=[C:6]([C:19]#[C:20][C:21]3[CH:31]=[CH:30][C:24]([C:25]([O:27][CH2:28][CH3:29])=[O:26])=[CH:23][CH:22]=3)[CH:5]=[CH:4][C:3]1=2.[CH3:33]C1(C)CC=C(OS(C(F)(F)F)(=O)=O)C2C=C(C#CC3C=CC(C(OCC)=O)=CC=3)C=CC1=2, predict the reaction product. The product is: [CH3:32][C:2]1([CH3:1])[CH2:11][CH:10]=[C:9]([C:12]2[CH:17]=[CH:16][C:15]([CH2:18][CH3:33])=[CH:14][CH:13]=2)[C:8]2[CH:7]=[C:6]([C:19]#[C:20][C:21]3[CH:22]=[CH:23][C:24]([C:25]([O:27][CH2:28][CH3:29])=[O:26])=[CH:30][CH:31]=3)[CH:5]=[CH:4][C:3]1=2.